This data is from Forward reaction prediction with 1.9M reactions from USPTO patents (1976-2016). The task is: Predict the product of the given reaction. (1) Given the reactants [CH2:1]([O:5][C:6]1[N:14]=[C:13]2[C:9]([N:10]=[C:11]([O:41]C)[N:12]2[CH2:15][CH:16]2[CH2:21][CH2:20][N:19]([CH2:22][CH2:23][CH2:24][N:25]([CH2:27][CH2:28][O:29][C:30]3[CH:35]=[CH:34][CH:33]=[C:32]([CH2:36][C:37]([O:39][CH3:40])=[O:38])[CH:31]=3)[CH3:26])[CH2:18][CH2:17]2)=[C:8]([NH2:43])[N:7]=1)[CH2:2][CH2:3][CH3:4].S(=O)(=O)(O)O.C(=O)(O)[O-].[Na+], predict the reaction product. The product is: [CH2:1]([O:5][C:6]1[N:14]=[C:13]2[C:9]([NH:10][C:11](=[O:41])[N:12]2[CH2:15][CH:16]2[CH2:21][CH2:20][N:19]([CH2:22][CH2:23][CH2:24][N:25]([CH2:27][CH2:28][O:29][C:30]3[CH:35]=[CH:34][CH:33]=[C:32]([CH2:36][C:37]([O:39][CH3:40])=[O:38])[CH:31]=3)[CH3:26])[CH2:18][CH2:17]2)=[C:8]([NH2:43])[N:7]=1)[CH2:2][CH2:3][CH3:4]. (2) Given the reactants [Cl:1][C:2]1[C:3]([O:12][C:13]2[CH:18]=[C:17]([OH:19])[CH:16]=[CH:15][C:14]=2/[CH:20]=[CH:21]/[C:22]([O:24][CH2:25][CH3:26])=[O:23])=[N:4][CH:5]=[C:6]([C:8]([F:11])([F:10])[F:9])[CH:7]=1.C(=O)([O-])[O-].[K+].[K+].[I-].[Na+].Br[CH2:36][CH2:37][CH2:38][O:39][CH3:40].Cl, predict the reaction product. The product is: [Cl:1][C:2]1[C:3]([O:12][C:13]2[CH:18]=[C:17]([O:19][CH2:36][CH2:37][CH2:38][O:39][CH3:40])[CH:16]=[CH:15][C:14]=2/[CH:20]=[CH:21]/[C:22]([O:24][CH2:25][CH3:26])=[O:23])=[N:4][CH:5]=[C:6]([C:8]([F:9])([F:11])[F:10])[CH:7]=1. (3) Given the reactants [CH3:1][C:2]1[C:10]2[C:5](=[C:6]([C:17]([NH2:19])=[O:18])[CH:7]=[CH:8][C:9]=2[CH:11]2[CH2:16][CH2:15][CH2:14][NH:13][CH2:12]2)[NH:4][CH:3]=1.F[P-](F)(F)(F)(F)F.N1(O[P+](N(C)C)(N(C)C)N(C)C)C2C=CC=CC=2N=N1.CCN(C(C)C)C(C)C.[C:56](O)(=[O:60])[C:57]#[C:58][CH3:59], predict the reaction product. The product is: [C:56]([N:13]1[CH2:14][CH2:15][CH2:16][CH:11]([C:9]2[CH:8]=[CH:7][C:6]([C:17]([NH2:19])=[O:18])=[C:5]3[C:10]=2[C:2]([CH3:1])=[CH:3][NH:4]3)[CH2:12]1)(=[O:60])[C:57]#[C:58][CH3:59]. (4) Given the reactants [CH3:1][O:2][C:3]1[CH:4]=[C:5]2[C:10](=[CH:11][C:12]=1[O:13][CH3:14])[NH:9][C:8](=O)[CH:7]=[CH:6]2.P(Br)(Br)([Br:18])=O.O, predict the reaction product. The product is: [Br:18][C:6]1[C:5]2[C:10](=[CH:11][C:12]([O:13][CH3:14])=[C:3]([O:2][CH3:1])[CH:4]=2)[N:9]=[CH:8][CH:7]=1. (5) The product is: [F:1][C:2]1[CH:8]=[CH:7][C:5]([NH:6][C:10](=[O:12])[CH3:11])=[CH:4][C:3]=1[CH3:9]. Given the reactants [F:1][C:2]1[CH:8]=[CH:7][C:5]([NH2:6])=[CH:4][C:3]=1[CH3:9].[C:10](OC(=O)C)(=[O:12])[CH3:11].N, predict the reaction product. (6) Given the reactants Cl.[CH2:2]([O:9][C:10](=[O:16])[C@H:11]1[CH2:15][CH2:14][CH2:13][NH:12]1)[C:3]1[CH:8]=[CH:7][CH:6]=[CH:5][CH:4]=1.[OH:17][C:18]1[CH:23]=[C:22]([CH2:24][C:25]([OH:27])=O)[C:21]([OH:28])=[CH:20][C:19]=1[CH2:29][C:30]([OH:32])=O, predict the reaction product. The product is: [CH2:2]([O:9][C:10]([C@H:11]1[CH2:15][CH2:14][CH2:13][N:12]1[C:30](=[O:32])[CH2:29][C:19]1[CH:20]=[C:21]([OH:28])[C:22]([CH2:24][C:25]([N:12]2[CH2:13][CH2:14][CH2:15][C@@H:11]2[C:10]([O:9][CH2:2][C:3]2[CH:8]=[CH:7][CH:6]=[CH:5][CH:4]=2)=[O:16])=[O:27])=[CH:23][C:18]=1[OH:17])=[O:16])[C:3]1[CH:4]=[CH:5][CH:6]=[CH:7][CH:8]=1. (7) The product is: [CH3:12][C:2]1[CH:7]=[CH:6][CH:5]=[C:4]([C:8]([F:11])([F:10])[F:9])[N:3]=1. Given the reactants Cl[C:2]1[CH:7]=[CH:6][CH:5]=[C:4]([C:8]([F:11])([F:10])[F:9])[N:3]=1.[CH3:12][Al](C)C, predict the reaction product. (8) Given the reactants [Cl:1][C:2]1[C:3]([C:9]#[N:10])=[N:4][CH:5]=[C:6](Cl)[N:7]=1.Cl.[NH2:12][CH:13]([CH2:17][C:18]([F:21])([F:20])[F:19])[C:14]([NH2:16])=[O:15].CCN(C(C)C)C(C)C.O, predict the reaction product. The product is: [Cl:1][C:2]1[N:7]=[C:6]([NH:12][CH:13]([CH2:17][C:18]([F:21])([F:20])[F:19])[C:14]([NH2:16])=[O:15])[CH:5]=[N:4][C:3]=1[C:9]#[N:10]. (9) Given the reactants [F:1][C:2]1[CH:7]=[CH:6][C:5]([C:8]2[O:9][C:10]3[CH:20]=[CH:19][C:18]([C:21]4[CH:26]=[C:25]([C:27](=[O:33])[NH:28][CH2:29][CH:30]([CH3:32])[CH3:31])[CH:24]=[CH:23][C:22]=4[OH:34])=[CH:17][C:11]=3[C:12]=2[C:13]([NH:15][CH3:16])=[O:14])=[CH:4][CH:3]=1.C1CCN2C(=NCCC2)CC1.Br[CH2:47][CH2:48][CH:49]1[O:54][CH2:53][CH2:52][N:51](C(OC(C)(C)C)=O)[CH2:50]1.C(O)(C(F)(F)F)=O, predict the reaction product. The product is: [F:1][C:2]1[CH:3]=[CH:4][C:5]([C:8]2[O:9][C:10]3[CH:20]=[CH:19][C:18]([C:21]4[CH:26]=[C:25]([C:27](=[O:33])[NH:28][CH2:29][CH:30]([CH3:32])[CH3:31])[CH:24]=[CH:23][C:22]=4[O:34][CH2:47][CH2:48][CH:49]4[O:54][CH2:53][CH2:52][NH:51][CH2:50]4)=[CH:17][C:11]=3[C:12]=2[C:13]([NH:15][CH3:16])=[O:14])=[CH:6][CH:7]=1. (10) Given the reactants C(OC([N:8]1[CH2:13][CH2:12][CH:11]([CH2:14][C:15]2[CH:20]=[CH:19][C:18]([NH:21][C:22]([NH:24][C:25]3[N:26]([C:34]4[CH:39]=[CH:38][C:37]([CH3:40])=[CH:36][CH:35]=4)[N:27]=[C:28]([C:30]([CH3:33])([CH3:32])[CH3:31])[CH:29]=3)=[O:23])=[CH:17][CH:16]=2)[CH2:10][CH2:9]1)=O)(C)(C)C.C(Cl)[Cl:42], predict the reaction product. The product is: [ClH:42].[C:30]([C:28]1[CH:29]=[C:25]([NH:24][C:22]([NH:21][C:18]2[CH:17]=[CH:16][C:15]([CH2:14][CH:11]3[CH2:10][CH2:9][NH:8][CH2:13][CH2:12]3)=[CH:20][CH:19]=2)=[O:23])[N:26]([C:34]2[CH:39]=[CH:38][C:37]([CH3:40])=[CH:36][CH:35]=2)[N:27]=1)([CH3:33])([CH3:31])[CH3:32].